The task is: Predict the reactants needed to synthesize the given product.. This data is from Full USPTO retrosynthesis dataset with 1.9M reactions from patents (1976-2016). (1) Given the product [C:1]([NH:9][C:11]([N:28]1[CH2:29][CH2:30][N:25]2[C:24](=[O:31])[O:23][C:22]([C:16]3[CH:21]=[CH:20][CH:19]=[CH:18][CH:17]=3)([C:32]3[CH:33]=[CH:34][CH:35]=[CH:36][CH:37]=3)[CH:26]2[CH2:27]1)=[O:12])(=[O:8])[C:2]1[CH:7]=[CH:6][CH:5]=[CH:4][CH:3]=1, predict the reactants needed to synthesize it. The reactants are: [C:1]([NH2:9])(=[O:8])[C:2]1[CH:7]=[CH:6][CH:5]=[CH:4][CH:3]=1.C(Cl)(=O)[C:11](Cl)=[O:12].[C:16]1([C:22]2([C:32]3[CH:37]=[CH:36][CH:35]=[CH:34][CH:33]=3)[CH:26]3[CH2:27][NH:28][CH2:29][CH2:30][N:25]3[C:24](=[O:31])[O:23]2)[CH:21]=[CH:20][CH:19]=[CH:18][CH:17]=1. (2) Given the product [Cl:1][C:2]1[C:7]([O:8][C:9]2[CH:14]=[CH:13][CH:12]=[C:11]([Cl:15])[C:10]=2[Cl:16])=[CH:6][C:5]2[NH:17][C:23]([C:22]([F:26])([F:27])[C:21]([F:28])([F:29])[C:20]([F:31])([F:30])[F:19])=[N:18][C:4]=2[CH:3]=1, predict the reactants needed to synthesize it. The reactants are: [Cl:1][C:2]1[CH:3]=[C:4]([NH2:18])[C:5]([NH2:17])=[CH:6][C:7]=1[O:8][C:9]1[CH:14]=[CH:13][CH:12]=[C:11]([Cl:15])[C:10]=1[Cl:16].[F:19][C:20]([F:31])([F:30])[C:21]([F:29])([F:28])[C:22]([F:27])([F:26])[C:23](O)=O.Cl.